This data is from Catalyst prediction with 721,799 reactions and 888 catalyst types from USPTO. The task is: Predict which catalyst facilitates the given reaction. (1) Product: [C:9]([O:12][CH2:13][C:14]1[N:1]=[C:2]([C:3]([O:5][CH2:6][CH3:7])=[O:4])[S:8][CH:15]=1)(=[O:11])[CH3:10]. Reactant: [NH2:1][C:2](=[S:8])[C:3]([O:5][CH2:6][CH3:7])=[O:4].[C:9]([O:12][CH2:13][C:14](=O)[CH2:15]Cl)(=[O:11])[CH3:10]. The catalyst class is: 11. (2) The catalyst class is: 1. Reactant: [CH3:1][N:2]1[CH:6]=[C:5]([CH2:7][CH2:8][C:9]([O:11][CH3:12])=[O:10])[CH:4]=[N:3]1.[CH:13](OC)=[O:14].CC([O-])(C)C.[K+]. Product: [CH:13]([CH:8]([CH2:7][C:5]1[CH:4]=[N:3][N:2]([CH3:1])[CH:6]=1)[C:9]([O:11][CH3:12])=[O:10])=[O:14].